From a dataset of Full USPTO retrosynthesis dataset with 1.9M reactions from patents (1976-2016). Predict the reactants needed to synthesize the given product. (1) Given the product [F:1][C:2]1[CH:18]=[CH:17][CH:16]=[CH:15][C:3]=1[CH2:4][O:5][C:6]1[CH:7]=[CH:8][C:9]([C:10]([N:33]([CH3:34])[O:32][CH3:31])=[O:12])=[CH:13][CH:14]=1, predict the reactants needed to synthesize it. The reactants are: [F:1][C:2]1[CH:18]=[CH:17][CH:16]=[CH:15][C:3]=1[CH2:4][O:5][C:6]1[CH:14]=[CH:13][C:9]([C:10]([OH:12])=O)=[CH:8][CH:7]=1.CCCCCCCCCCC.Cl.[CH3:31][O:32][NH:33][CH3:34]. (2) Given the product [Cl-:38].[F:1][C:2]1[CH:3]=[C:4]([S:8]([C:11]2[CH:12]=[N:13][C:14]3[C:19]([CH:20]=2)=[CH:18][CH:17]=[CH:16][C:15]=3[N:29]2[CH2:37][CH:36]3[CH:31]([NH2+:32][CH2:33][CH2:34][CH2:35]3)[CH2:30]2)(=[O:10])=[O:9])[CH:5]=[CH:6][CH:7]=1, predict the reactants needed to synthesize it. The reactants are: [F:1][C:2]1[CH:3]=[C:4]([S:8]([C:11]2[CH:12]=[N:13][C:14]3[C:19]([CH:20]=2)=[CH:18][CH:17]=[CH:16][C:15]=3I)(=[O:10])=[O:9])[CH:5]=[CH:6][CH:7]=1.C(OC([N:29]1[CH2:37][CH:36]2[CH:31]([NH:32][CH2:33][CH2:34][CH2:35]2)[CH2:30]1)=O)(C)(C)C.[ClH:38]. (3) Given the product [O:9]=[C:1]([C:2]1[CH:3]=[N:4][CH:5]=[CH:6][CH:7]=1)[CH2:15][C:14]#[N:16], predict the reactants needed to synthesize it. The reactants are: [C:1]([O:9]CC)(=O)[C:2]1[CH:7]=[CH:6][CH:5]=[N:4][CH:3]=1.[H-].[Na+].[C:14](#[N:16])[CH3:15]. (4) The reactants are: FC(F)(F)C(O)=O.[O:8]=[C:9]1[CH:13]=[CH:12][C:11](=[O:14])[N:10]1[CH2:15][CH2:16][CH2:17][C:18]([NH:20][NH2:21])=[O:19].[C:22]([C:25]1[CH:80]=[CH:79][C:28]([O:29][CH2:30][CH2:31][O:32][C:33]2[CH:34]=[C:35]([CH2:59][O:60][C:61]3[C:62]([O:77][CH3:78])=[CH:63][C:64]4[C:70](=[O:71])[N:69]5[CH2:72][CH2:73][CH2:74][CH2:75][C@@H:68]5[CH:67]=[N:66][C:65]=4[CH:76]=3)[CH:36]=[C:37]([CH2:39][O:40][C:41]3[C:42]([O:57][CH3:58])=[CH:43][C:44]4[C:50](=[O:51])[N:49]5[CH2:52][CH2:53][CH2:54][CH2:55][C@@H:48]5[CH:47]=[N:46][C:45]=4[CH:56]=3)[CH:38]=2)=[CH:27][CH:26]=1)(=O)[CH3:23]. Given the product [CH3:78][O:77][C:62]1[C:61]([O:60][CH2:59][C:35]2[CH:34]=[C:33]([CH:38]=[C:37]([CH2:39][O:40][C:41]3[C:42]([O:57][CH3:58])=[CH:43][C:44]4[C:50](=[O:51])[N:49]5[CH2:52][CH2:53][CH2:54][CH2:55][C@H:48]5[CH:47]=[N:46][C:45]=4[CH:56]=3)[CH:36]=2)[O:32][CH2:31][CH2:30][O:29][C:28]2[CH:79]=[CH:80][C:25](/[C:22](=[N:21]/[NH:20][C:18](=[O:19])[CH2:17][CH2:16][CH2:15][N:10]3[C:9](=[O:8])[CH:13]=[CH:12][C:11]3=[O:14])/[CH3:23])=[CH:26][CH:27]=2)=[CH:76][C:65]2[N:66]=[CH:67][C@@H:68]3[CH2:75][CH2:74][CH2:73][CH2:72][N:69]3[C:70](=[O:71])[C:64]=2[CH:63]=1, predict the reactants needed to synthesize it. (5) The reactants are: [CH3:1][O:2][C:3]1[CH:4]=[C:5]([CH:16]=[CH:17][CH:18]=1)[CH2:6][N:7]1[C:12]([CH3:13])=[CH:11][C:10]([OH:14])=[CH:9][C:8]1=[O:15].Cl[CH2:20][C:21]1[CH:38]=[CH:37][CH:36]=[CH:35][C:22]=1[CH2:23][N:24]1[C:32](=[O:33])[C:31]2[C:26](=[CH:27][CH:28]=[CH:29][CH:30]=2)[C:25]1=[O:34].C1CCN2C(=NCCC2)CC1.O. Given the product [CH3:1][O:2][C:3]1[CH:4]=[C:5]([CH:16]=[CH:17][CH:18]=1)[CH2:6][N:7]1[C:12]([CH3:13])=[CH:11][C:10]([O:14][CH2:20][C:21]2[CH:38]=[CH:37][CH:36]=[CH:35][C:22]=2[CH2:23][N:24]2[C:32](=[O:33])[C:31]3[C:26](=[CH:27][CH:28]=[CH:29][CH:30]=3)[C:25]2=[O:34])=[CH:9][C:8]1=[O:15], predict the reactants needed to synthesize it. (6) Given the product [CH:31]([N:3]1[C:2]([CH2:36][CH3:37])=[N:10][C:9]2[C:4]1=[N:5][C:6]([N:25]1[CH2:30][CH2:29][O:28][CH2:27][CH2:26]1)=[N:7][C:8]=2[C:11]1[CH:16]=[CH:15][CH:14]=[C:13]([O:17][Si:18]([C:21]([CH3:23])([CH3:22])[CH3:24])([CH3:20])[CH3:19])[CH:12]=1)([CH2:33][CH3:34])[CH3:32], predict the reactants needed to synthesize it. The reactants are: Br[C:2]1[N:3]([CH:31]([CH2:33][CH3:34])[CH3:32])[C:4]2[C:9]([N:10]=1)=[C:8]([C:11]1[CH:16]=[CH:15][CH:14]=[C:13]([O:17][Si:18]([C:21]([CH3:24])([CH3:23])[CH3:22])([CH3:20])[CH3:19])[CH:12]=1)[N:7]=[C:6]([N:25]1[CH2:30][CH2:29][O:28][CH2:27][CH2:26]1)[N:5]=2.[Zn](CC)[CH2:36][CH3:37].CO. (7) Given the product [C:30]([N:23]1[C@H:19]([C:14]2[CH:15]=[CH:16][C:17]([F:18])=[C:12]([F:11])[CH:13]=2)[CH2:20][CH2:21][C@@H:22]1/[CH:24]=[CH:25]/[C:26]([O:28][CH3:29])=[O:27])(=[O:34])[CH2:31][CH:32]=[CH2:33], predict the reactants needed to synthesize it. The reactants are: C(P(=O)(OCC)OCC)#N.[F:11][C:12]1[CH:13]=[C:14]([C@@H:19]2[NH:23][C@H:22](/[CH:24]=[CH:25]/[C:26]([O:28][CH3:29])=[O:27])[CH2:21][CH2:20]2)[CH:15]=[CH:16][C:17]=1[F:18].[C:30](O)(=[O:34])[CH2:31][CH:32]=[CH2:33].Cl. (8) The reactants are: I[C:2]1[CH:11]=[C:10]2[C:5]([CH:6]=[C:7]([C:18]3[CH:19]=[CH:20][C:21]4[O:26][CH2:25][C:24](=[O:27])[NH:23][C:22]=4[CH:28]=3)[CH:8]([C:12]3[CH:17]=[CH:16][CH:15]=[CH:14][CH:13]=3)[S:9]2)=[CH:4][CH:3]=1.O.C(OCC)(=O)C.[CH3:36][N:37](C=O)C. Given the product [O:27]=[C:24]1[NH:23][C:22]2[CH:28]=[C:18]([C:7]3[CH:8]([C:12]4[CH:13]=[CH:14][CH:15]=[CH:16][CH:17]=4)[S:9][C:10]4[C:5]([CH:6]=3)=[CH:4][CH:3]=[C:2]([C:36]#[N:37])[CH:11]=4)[CH:19]=[CH:20][C:21]=2[O:26][CH2:25]1, predict the reactants needed to synthesize it.